Dataset: NCI-60 drug combinations with 297,098 pairs across 59 cell lines. Task: Regression. Given two drug SMILES strings and cell line genomic features, predict the synergy score measuring deviation from expected non-interaction effect. Drug 1: C(CC(=O)O)C(=O)CN.Cl. Drug 2: CC1C(C(CC(O1)OC2CC(CC3=C2C(=C4C(=C3O)C(=O)C5=C(C4=O)C(=CC=C5)OC)O)(C(=O)CO)O)N)O.Cl. Cell line: UACC62. Synergy scores: CSS=49.2, Synergy_ZIP=-2.50, Synergy_Bliss=-4.58, Synergy_Loewe=-52.7, Synergy_HSA=-3.06.